This data is from Reaction yield outcomes from USPTO patents with 853,638 reactions. The task is: Predict the reaction yield, written as a fraction of the theoretical maximum amount of product (1.0 means a 100% yield; for example, 0.34 means a 34% yield). (1) The reactants are [CH2:1]([O:3][C:4]([N:6]1[CH2:11][CH:10]=[C:9]([C:12]2[C:20]3[C:15](=[N:16][CH:17]=[CH:18][CH:19]=3)[NH:14][CH:13]=2)[CH2:8][CH2:7]1)=[O:5])[CH3:2]. The catalyst is C(O)C.C1COCC1.[Pd]. The product is [CH2:1]([O:3][C:4]([N:6]1[CH2:11][CH2:10][CH:9]([C:12]2[C:20]3[C:15](=[N:16][CH:17]=[CH:18][CH:19]=3)[NH:14][CH:13]=2)[CH2:8][CH2:7]1)=[O:5])[CH3:2]. The yield is 0.540. (2) The product is [CH:1]([N:4]1[CH2:9][CH2:8][N:7]([C:10]([C@H:12]2[CH2:17][CH2:16][C@H:15]([O:18][C:19]3[CH:20]=[CH:21][C:22]([C:23]4[O:24][C:29]([CH3:30])=[N:26][N:25]=4)=[CH:27][CH:28]=3)[CH2:14][CH2:13]2)=[O:11])[CH2:6][CH2:5]1)([CH3:3])[CH3:2]. The yield is 0.140. No catalyst specified. The reactants are [CH:1]([N:4]1[CH2:9][CH2:8][N:7]([C:10]([C@H:12]2[CH2:17][CH2:16][C@H:15]([O:18][C:19]3[CH:28]=[CH:27][C:22]([C:23]([NH:25][NH2:26])=[O:24])=[CH:21][CH:20]=3)[CH2:14][CH2:13]2)=[O:11])[CH2:6][CH2:5]1)([CH3:3])[CH3:2].[C:29](OC)(OC)(OC)[CH3:30]. (3) The reactants are [NH:1]1[CH:5]=[CH:4][CH:3]=[C:2]1[C:6]([OH:8])=O.[CH3:9][C:10]1[CH:16]=[CH:15][CH:14]=[C:13]([CH3:17])[C:11]=1[NH2:12]. No catalyst specified. The product is [CH3:9][C:10]1[CH:16]=[CH:15][CH:14]=[C:13]([CH3:17])[C:11]=1[NH:12][C:6]([C:2]1[NH:1][CH:5]=[CH:4][CH:3]=1)=[O:8]. The yield is 0.230. (4) The reactants are [H-].[Na+].[CH3:3][O:4][C:5]1[C:21]([O:22][CH3:23])=[C:20]([O:24][CH3:25])[CH:19]=[C:18]([CH3:26])[C:6]=1[C:7]([C:9]1[C:10](F)=[N:11][CH:12]=[C:13]([CH3:16])[C:14]=1[CH3:15])=[O:8].[OH2:27].Cl.[CH3:29]O. No catalyst specified. The product is [CH3:3][O:4][C:5]1[C:21]([O:22][CH3:23])=[C:20]([O:24][CH3:25])[CH:19]=[C:18]([CH3:26])[C:6]=1[C:7]([C:9]1[C:10]([O:27][CH3:29])=[N:11][CH:12]=[C:13]([CH3:16])[C:14]=1[CH3:15])=[O:8]. The yield is 0.430.